From a dataset of Reaction yield outcomes from USPTO patents with 853,638 reactions. Predict the reaction yield, written as a fraction of the theoretical maximum amount of product (1.0 means a 100% yield; for example, 0.34 means a 34% yield). (1) The reactants are Cl[CH:2]([C:8](=O)[CH:9]([CH3:11])[CH3:10])[C:3]([O:5][CH2:6][CH3:7])=[O:4].C(O)C.[Cl:16][C:17]1[CH:22]=[CH:21][C:20]([C@H:23]2[NH:27][C:26](=[S:28])[NH:25][C@:24]2([C:30]2[CH:31]=[N:32][C:33]([Cl:36])=[CH:34][CH:35]=2)[CH3:29])=[CH:19][C:18]=1[F:37]. The product is [Cl:16][C:17]1[CH:22]=[CH:21][C:20]([C@H:23]2[N:27]3[C:26]([S:28][C:2]([C:3]([O:5][CH2:6][CH3:7])=[O:4])=[C:8]3[CH:9]([CH3:11])[CH3:10])=[N:25][C@:24]2([C:30]2[CH:31]=[N:32][C:33]([Cl:36])=[CH:34][CH:35]=2)[CH3:29])=[CH:19][C:18]=1[F:37]. The catalyst is C(OCC)(=O)C. The yield is 0.760. (2) The reactants are CO[CH:3](OC)[CH2:4][CH:5](OC)OC.[Cl:12][C:13]1[CH:22]=[C:21]([Cl:23])[C:20]([NH:24][NH2:25])=[CH:19][C:14]=1[C:15]([O:17][CH3:18])=[O:16]. The catalyst is CO. The product is [Cl:12][C:13]1[CH:22]=[C:21]([Cl:23])[C:20]([N:24]2[CH:5]=[CH:4][CH:3]=[N:25]2)=[CH:19][C:14]=1[C:15]([O:17][CH3:18])=[O:16]. The yield is 0.430. (3) The reactants are CS(O[CH2:6][C:7]1[C:8]([CH3:33])=[N:9][C:10]([CH2:29][CH:30]([CH3:32])[CH3:31])=[C:11]([CH2:20][NH:21][C:22]([O:24][C:25]([CH3:28])([CH3:27])[CH3:26])=[O:23])[C:12]=1[C:13]1[CH:18]=[CH:17][C:16]([CH3:19])=[CH:15][CH:14]=1)(=O)=O.[CH3:34][S-:35].[Na+].O. The catalyst is O1CCCC1. The product is [CH2:29]([C:10]1[C:11]([CH2:20][NH:21][C:22](=[O:23])[O:24][C:25]([CH3:26])([CH3:27])[CH3:28])=[C:12]([C:13]2[CH:14]=[CH:15][C:16]([CH3:19])=[CH:17][CH:18]=2)[C:7]([CH2:6][S:35][CH3:34])=[C:8]([CH3:33])[N:9]=1)[CH:30]([CH3:32])[CH3:31]. The yield is 0.720. (4) The reactants are Cl[C:2]1[N:7]=[C:6]([N:8]2[CH2:12][CH2:11][C@@H:10]([NH:13]C(=O)OC(C)(C)C)[CH2:9]2)[CH:5]=[C:4]([CH:21]2[CH2:26][CH2:25][CH2:24][CH2:23][CH2:22]2)[N:3]=1.COC1C=CC(C[NH2:34])=CC=1.C(N(CC)CC)C. The catalyst is CN1C(=O)CCC1.[Cl-].[Na+].O. The product is [NH2:13][C@@H:10]1[CH2:11][CH2:12][N:8]([C:6]2[CH:5]=[C:4]([CH:21]3[CH2:22][CH2:23][CH2:24][CH2:25][CH2:26]3)[N:3]=[C:2]([NH2:34])[N:7]=2)[CH2:9]1. The yield is 0.180. (5) The reactants are [CH2:1]([NH:3][C:4]([N:6]1[C:14]2[C:9](=[CH:10][C:11]([O:15][C:16]3[CH:21]=[CH:20][N:19]=[C:18]([NH:22][C:23](=[O:31])OC4C=CC=CC=4)[N:17]=3)=[CH:12][CH:13]=2)[CH:8]=[CH:7]1)=[O:5])[CH3:2].C(N(CC)CC)C.Cl.[O:40]([NH2:42])[CH3:41]. The catalyst is O1CCCC1. The product is [CH2:1]([NH:3][C:4]([N:6]1[C:14]2[C:9](=[CH:10][C:11]([O:15][C:16]3[CH:21]=[CH:20][N:19]=[C:18]([NH:22][C:23]([NH:42][O:40][CH3:41])=[O:31])[N:17]=3)=[CH:12][CH:13]=2)[CH:8]=[CH:7]1)=[O:5])[CH3:2]. The yield is 0.217. (6) The catalyst is C1COCC1. The reactants are [Li+].CC([N-]C(C)C)C.[Cl:9][C:10]1[CH:11]=[C:12]([CH2:17][C:18]([O:20][CH3:21])=[O:19])[CH:13]=[C:14]([Cl:16])[CH:15]=1.[CH3:22][O:23][C:24]1[CH:25]=[C:26]([CH:29]=[CH:30][CH:31]=1)[CH2:27]Br.Cl. The product is [CH3:21][O:20][C:18](=[O:19])[CH:17]([C:12]1[CH:11]=[C:10]([Cl:9])[CH:15]=[C:14]([Cl:16])[CH:13]=1)[CH2:27][C:26]1[CH:29]=[CH:30][CH:31]=[C:24]([O:23][CH3:22])[CH:25]=1. The yield is 0.650. (7) The reactants are [I:1][C:2]1[CH:7]=[CH:6][C:5]([CH2:8][C:9]([OH:11])=[O:10])=[CH:4][CH:3]=1.Cl.[CH3:13]O. The catalyst is O1CCOCC1. The product is [I:1][C:2]1[CH:3]=[CH:4][C:5]([CH2:8][C:9]([O:11][CH3:13])=[O:10])=[CH:6][CH:7]=1. The yield is 0.980. (8) The reactants are [OH:1][C@@H:2]([C:23]1[CH:28]=[CH:27][CH:26]=[CH:25][CH:24]=1)[CH2:3][CH2:4][N:5]1[CH2:10][CH2:9][CH:8]([C:11]2[CH:12]=[C:13]([NH:17][C:18](=[O:22])[CH:19]([CH3:21])[CH3:20])[CH:14]=[CH:15][CH:16]=2)[CH2:7][CH2:6]1.[C:29]1([C:35]2[CH:40]=[CH:39][C:38](O)=[CH:37][CH:36]=2)[CH:34]=[CH:33][CH:32]=[CH:31][CH:30]=1.C1(P(C2C=CC=CC=2)C2C=CC=CC=2)C=CC=CC=1.N(C(OCC)=O)=NC(OCC)=O.N. The catalyst is C1COCC1.C(Cl)(Cl)Cl. The product is [C:29]1([C:35]2[CH:36]=[CH:37][CH:38]=[CH:39][CH:40]=2)[CH:34]=[CH:33][C:32]([O:1][C@H:2]([C:23]2[CH:24]=[CH:25][CH:26]=[CH:27][CH:28]=2)[CH2:3][CH2:4][N:5]2[CH2:10][CH2:9][CH:8]([C:11]3[CH:12]=[C:13]([NH:17][C:18](=[O:22])[CH:19]([CH3:21])[CH3:20])[CH:14]=[CH:15][CH:16]=3)[CH2:7][CH2:6]2)=[CH:31][CH:30]=1. The yield is 0.412. (9) The reactants are [CH3:1][O:2][CH2:3][CH2:4]Br.[CH3:6][O:7][C:8]1[CH:9]=[C:10]([NH:17][C@H:18]2[CH2:22][CH2:21][NH:20][CH2:19]2)[CH:11]=[CH:12][C:13]=1[N+:14]([O-:16])=[O:15].CCN(CC)CC. The catalyst is CC#N. The product is [CH3:6][O:7][C:8]1[CH:9]=[C:10]([NH:17][C@H:18]2[CH2:22][CH2:21][N:20]([CH2:4][CH2:3][O:2][CH3:1])[CH2:19]2)[CH:11]=[CH:12][C:13]=1[N+:14]([O-:16])=[O:15]. The yield is 0.575.